From a dataset of Full USPTO retrosynthesis dataset with 1.9M reactions from patents (1976-2016). Predict the reactants needed to synthesize the given product. Given the product [CH3:54][O:55][C:56]1[C:64]2[O:63][C:62]([CH3:65])([CH3:66])[CH2:61][C:60]=2[C:59]([C:67]2[CH2:68][C:69]([CH3:81])([CH3:80])[C:70](=[O:79])[N:71]([CH:73]3[CH2:78][CH2:77][N:76]([C:17](=[O:19])[C@H:9]([NH:8][C:6](=[O:7])[O:5][C:1]([CH3:2])([CH3:3])[CH3:4])[CH2:10][C:11]4[CH:12]=[CH:13][CH:14]=[CH:15][CH:16]=4)[CH2:75][CH2:74]3)[N:72]=2)=[CH:58][CH:57]=1, predict the reactants needed to synthesize it. The reactants are: [C:1]([O:5][C:6]([NH:8][C@@H:9]([C:17]([OH:19])=O)[CH2:10][C:11]1[CH:16]=[CH:15][CH:14]=[CH:13][CH:12]=1)=[O:7])([CH3:4])([CH3:3])[CH3:2].CCN(C(C)C)C(C)C.CN(C(ON1N=NC2C=CC=CC1=2)=[N+](C)C)C.F[P-](F)(F)(F)(F)F.Cl.[CH3:54][O:55][C:56]1[C:64]2[O:63][C:62]([CH3:66])([CH3:65])[CH2:61][C:60]=2[C:59]([C:67]2[CH2:68][C:69]([CH3:81])([CH3:80])[C:70](=[O:79])[N:71]([CH:73]3[CH2:78][CH2:77][NH:76][CH2:75][CH2:74]3)[N:72]=2)=[CH:58][CH:57]=1.